Dataset: Forward reaction prediction with 1.9M reactions from USPTO patents (1976-2016). Task: Predict the product of the given reaction. (1) The product is: [CH3:1][O:2][C:3]1[CH:4]=[C:5]2[C:9](=[CH:10][CH:11]=1)[NH:8][CH:7]=[C:6]2[CH:15]1[CH2:16][CH2:17][NH:12][CH2:13][CH2:14]1. Given the reactants [CH3:1][O:2][C:3]1[CH:4]=[C:5]2[C:9](=[CH:10][CH:11]=1)[NH:8][CH:7]=[CH:6]2.[NH:12]1[CH2:17][CH2:16][C:15](=O)[CH2:14][CH2:13]1, predict the reaction product. (2) Given the reactants [CH3:1][C:2]1([CH3:12])[O:6][C@@H:5]2[O:7][C@H:8]([CH2:10][OH:11])[CH2:9][C@@H:4]2[O:3]1.CC(OI1(OC(C)=O)(OC(C)=O)OC(=O)C2C=CC=CC1=2)=O, predict the reaction product. The product is: [CH3:1][C:2]1([CH3:12])[O:6][C@@H:5]2[O:7][C@H:8]([CH:10]=[O:11])[CH2:9][C@@H:4]2[O:3]1. (3) Given the reactants [CH2:1]([C:3]1[C:12](B2OC(C)(C)C(C)(C)O2)=[CH:11][C:6]([C:7]([O:9][CH3:10])=[O:8])=[C:5]([OH:22])[CH:4]=1)[CH3:2].Br[CH2:24][C:25]1[CH:30]=[CH:29][C:28]([C:31]2[CH:35]=[CH:34][N:33]([CH3:36])[N:32]=2)=[CH:27][CH:26]=1.C(=O)([O-])[O-].[Na+].[Na+].COCCOC, predict the reaction product. The product is: [CH2:1]([C:3]1[C:12]([CH2:24][C:25]2[CH:26]=[CH:27][C:28]([C:31]3[CH:35]=[CH:34][N:33]([CH3:36])[N:32]=3)=[CH:29][CH:30]=2)=[CH:11][C:6]([C:7]([O:9][CH3:10])=[O:8])=[C:5]([OH:22])[CH:4]=1)[CH3:2].